Dataset: Forward reaction prediction with 1.9M reactions from USPTO patents (1976-2016). Task: Predict the product of the given reaction. (1) Given the reactants [CH2:1]1[C:7]2[CH:8]=[CH:9][CH:10]=[CH:11][C:6]=2[CH2:5][CH2:4][N:3]([C:12](=[O:14])[CH3:13])[CH2:2]1.C(OOC(=O)C1C=CC=CC=1)(=O)C1C=CC=CC=1.[Br:33]N1C(=O)CCC1=O, predict the reaction product. The product is: [Br:33][C:5]1[C:6]2[CH:11]=[CH:10][CH:9]=[CH:8][C:7]=2[CH2:1][CH2:2][N:3]([C:12](=[O:14])[CH3:13])[CH:4]=1. (2) Given the reactants [C:1]1([CH3:11])[CH:6]=CC(S(Cl)(=O)=O)=C[CH:2]=1.[Cl:12][C:13]1[N:18]=[C:17]([C:19]([OH:21])=[O:20])[CH:16]=[C:15]([CH3:22])[CH:14]=1.N1C=CC=CC=1.C(=O)([O-])O.[Na+], predict the reaction product. The product is: [Cl:12][C:13]1[N:18]=[C:17]([C:19]([O:21][C:1]([CH3:11])([CH3:6])[CH3:2])=[O:20])[CH:16]=[C:15]([CH3:22])[CH:14]=1.